This data is from Reaction yield outcomes from USPTO patents with 853,638 reactions. The task is: Predict the reaction yield, written as a fraction of the theoretical maximum amount of product (1.0 means a 100% yield; for example, 0.34 means a 34% yield). The product is [F:42][CH2:41][CH2:40][O:39][CH2:38][CH2:37][O:36][CH2:35][CH2:34][O:1][C:2]1[CH:14]=[C:13]2[C:5]([C:6]3[CH:7]=[CH:8][C:9]([NH:15][C:16](=[O:22])[O:17][C:18]([CH3:19])([CH3:21])[CH3:20])=[CH:10][C:11]=3[NH:12]2)=[CH:4][CH:3]=1. The catalyst is CN1C(=O)CCC1.CCOC(C)=O. The reactants are [OH:1][C:2]1[CH:14]=[C:13]2[C:5]([C:6]3[CH:7]=[CH:8][C:9]([NH:15][C:16](=[O:22])[O:17][C:18]([CH3:21])([CH3:20])[CH3:19])=[CH:10][C:11]=3[NH:12]2)=[CH:4][CH:3]=1.CC1C=CC(S(O[CH2:34][CH2:35][O:36][CH2:37][CH2:38][O:39][CH2:40][CH2:41][F:42])(=O)=O)=CC=1.C([O-])([O-])=O.[Cs+].[Cs+]. The yield is 0.550.